Task: Predict the product of the given reaction.. Dataset: Forward reaction prediction with 1.9M reactions from USPTO patents (1976-2016) Given the reactants [C:1]([O:5][C:6]([N:8]1[CH2:17][CH2:16][C:15]2[C:10](=[CH:11][C:12]([C:18](O)=[O:19])=[CH:13][CH:14]=2)[CH2:9]1)=[O:7])([CH3:4])([CH3:3])[CH3:2].[H-].[H-].[H-].[H-].[Li+].[Al+3], predict the reaction product. The product is: [OH:19][CH2:18][C:12]1[CH:11]=[C:10]2[C:15]([CH2:16][CH2:17][N:8]([C:6]([O:5][C:1]([CH3:4])([CH3:3])[CH3:2])=[O:7])[CH2:9]2)=[CH:14][CH:13]=1.